This data is from Catalyst prediction with 721,799 reactions and 888 catalyst types from USPTO. The task is: Predict which catalyst facilitates the given reaction. (1) Reactant: [C:1]([OH:21])(=[O:20])[CH2:2][CH2:3][CH2:4][CH2:5][CH2:6][CH2:7][CH2:8]/[CH:9]=[CH:10]\[CH2:11][C@@H:12]([CH2:14][CH2:15][CH2:16][CH2:17][CH2:18][CH3:19])[OH:13].C(N(CC)CC)C.[N+:29]([C:32]1[CH:40]=[CH:39][C:35]([C:36](Cl)=[O:37])=[CH:34][CH:33]=1)([O-:31])=[O:30].O. Product: [C:1]([CH2:2][CH2:3][CH2:4][CH2:5][CH2:6][CH2:7][CH2:8][CH:9]=[CH:10][CH2:11][CH:12]([O:13][C:36](=[O:37])[C:35]1[CH:34]=[CH:33][C:32]([N+:29]([O-:31])=[O:30])=[CH:40][CH:39]=1)[CH2:14][CH2:15][CH2:16][CH2:17][CH2:18][CH3:19])([OH:21])=[O:20]. The catalyst class is: 21. (2) Reactant: Cl[C:2](=[O:8])[C:3]([O:5][CH2:6][CH3:7])=[O:4].[F:9][C:10]([F:30])([F:29])[O:11][C:12]1[CH:17]=[CH:16][C:15]([S:18]([N:21]2[CH2:26][CH2:25][CH:24]([O:27][NH2:28])[CH2:23][CH2:22]2)(=[O:20])=[O:19])=[CH:14][CH:13]=1.C(N(CC)CC)C. Product: [CH2:6]([O:5][C:3](=[O:4])[C:2]([NH:28][O:27][CH:24]1[CH2:23][CH2:22][N:21]([S:18]([C:15]2[CH:14]=[CH:13][C:12]([O:11][C:10]([F:30])([F:9])[F:29])=[CH:17][CH:16]=2)(=[O:19])=[O:20])[CH2:26][CH2:25]1)=[O:8])[CH3:7]. The catalyst class is: 2. (3) Reactant: FC(F)(F)[C:3]([OH:5])=[O:4].[C:8]([C:10]1[CH:11]=[C:12]2[C:16](=[CH:17][CH:18]=1)[NH:15][C:14](=[O:19])[C@@:13]2([NH:29][C:30]([N:32]1[CH2:35][C:34]2([CH2:38][NH:37][CH2:36]2)[CH2:33]1)=[O:31])[C:20]1[C:21]([O:26][CH2:27][CH3:28])=[N:22][CH:23]=[CH:24][CH:25]=1)#[N:9].O=C1CCN(C(O[C:49]([CH3:52])([CH3:51])[CH3:50])=O)CC1.[C:53]([O-])(=O)[CH3:54].[Na+].[C:58](O)(=O)[CH3:59].[B-][C:63]#[N:64].[Na+].C([O-])([O-])=O.[K+].[K+]. Product: [C:8]([C:10]1[CH:11]=[C:12]2[C:16](=[CH:17][CH:18]=1)[NH:15][C:14](=[O:19])[C@@:13]2([NH:29][C:30]([N:32]1[CH2:35][C:34]2([CH2:36][N:37]([CH:53]3[CH2:54][CH2:63][N:64]([C:3]([O:5][C:49]([CH3:52])([CH3:51])[CH3:50])=[O:4])[CH2:59][CH2:58]3)[CH2:38]2)[CH2:33]1)=[O:31])[C:20]1[C:21]([O:26][CH2:27][CH3:28])=[N:22][CH:23]=[CH:24][CH:25]=1)#[N:9]. The catalyst class is: 14.